This data is from NCI-60 drug combinations with 297,098 pairs across 59 cell lines. The task is: Regression. Given two drug SMILES strings and cell line genomic features, predict the synergy score measuring deviation from expected non-interaction effect. (1) Drug 1: CC(C1=C(C=CC(=C1Cl)F)Cl)OC2=C(N=CC(=C2)C3=CN(N=C3)C4CCNCC4)N. Drug 2: C#CCC(CC1=CN=C2C(=N1)C(=NC(=N2)N)N)C3=CC=C(C=C3)C(=O)NC(CCC(=O)O)C(=O)O. Cell line: CAKI-1. Synergy scores: CSS=13.0, Synergy_ZIP=-1.59, Synergy_Bliss=2.62, Synergy_Loewe=2.03, Synergy_HSA=3.04. (2) Drug 1: CC=C1C(=O)NC(C(=O)OC2CC(=O)NC(C(=O)NC(CSSCCC=C2)C(=O)N1)C(C)C)C(C)C. Synergy scores: CSS=28.6, Synergy_ZIP=3.01, Synergy_Bliss=1.32, Synergy_Loewe=-36.1, Synergy_HSA=2.22. Cell line: SW-620. Drug 2: C(=O)(N)NO. (3) Drug 1: COC1=C(C=C2C(=C1)N=CN=C2NC3=CC(=C(C=C3)F)Cl)OCCCN4CCOCC4. Drug 2: CN(C(=O)NC(C=O)C(C(C(CO)O)O)O)N=O. Cell line: SK-MEL-5. Synergy scores: CSS=37.2, Synergy_ZIP=-7.07, Synergy_Bliss=-0.874, Synergy_Loewe=-10.4, Synergy_HSA=1.73. (4) Drug 1: C1=CN(C(=O)N=C1N)C2C(C(C(O2)CO)O)O.Cl. Drug 2: CC=C1C(=O)NC(C(=O)OC2CC(=O)NC(C(=O)NC(CSSCCC=C2)C(=O)N1)C(C)C)C(C)C. Cell line: OVCAR3. Synergy scores: CSS=32.6, Synergy_ZIP=6.09, Synergy_Bliss=6.64, Synergy_Loewe=-10.9, Synergy_HSA=4.82. (5) Drug 1: C1CCC(C1)C(CC#N)N2C=C(C=N2)C3=C4C=CNC4=NC=N3. Drug 2: C1=CC(=CC=C1CC(C(=O)O)N)N(CCCl)CCCl.Cl. Cell line: NCI/ADR-RES. Synergy scores: CSS=12.1, Synergy_ZIP=-2.28, Synergy_Bliss=1.51, Synergy_Loewe=-3.86, Synergy_HSA=-0.393.